Dataset: Aqueous solubility values for 9,982 compounds from the AqSolDB database. Task: Regression/Classification. Given a drug SMILES string, predict its absorption, distribution, metabolism, or excretion properties. Task type varies by dataset: regression for continuous measurements (e.g., permeability, clearance, half-life) or binary classification for categorical outcomes (e.g., BBB penetration, CYP inhibition). For this dataset (solubility_aqsoldb), we predict Y. (1) The molecule is COP(=S)(OC)Oc1ccc(Sc2ccc(OP(=S)(OC)OC)cc2)cc1. The Y is -6.24 log mol/L. (2) The compound is CCOP(=O)(OCC)SCc1ccccc1. The Y is -2.42 log mol/L. (3) The Y is -2.60 log mol/L. The compound is N[C@H](Cc1ccc(O)cc1)C(=O)O. (4) The molecule is Cc1cc(C)nc(NS(=O)(=O)c2ccc(N)cc2)n1. The Y is -2.73 log mol/L. (5) The molecule is CN1CCC23c4c5ccc(O)c4OC2C(O)C=CC3C1C5. The Y is -3.15 log mol/L. (6) The compound is CCC(C)(C)NC(N)=O. The Y is -1.01 log mol/L. (7) The compound is [Cu+2].[O-]c1ccccc1N=Cc1c([O-])ccc2ccccc12. The Y is -7.43 log mol/L. (8) The drug is Nc1cc(S(=O)(=O)O)ccc1C(=O)O. The Y is -1.32 log mol/L. (9) The drug is O=C(O)c1cccc(O)c1. The Y is -1.24 log mol/L. (10) The molecule is Cc1cccc2c(C)cccc12. The Y is -4.74 log mol/L.